Dataset: Full USPTO retrosynthesis dataset with 1.9M reactions from patents (1976-2016). Task: Predict the reactants needed to synthesize the given product. (1) Given the product [CH3:13][O:12][C:8]1[CH:7]=[C:6]2[C:11](=[CH:10][CH:9]=1)[C:2]([NH2:14])=[N:3][CH:4]=[CH:5]2, predict the reactants needed to synthesize it. The reactants are: Cl[C:2]1[C:11]2[C:6](=[CH:7][C:8]([O:12][CH3:13])=[CH:9][CH:10]=2)[CH:5]=[CH:4][N:3]=1.[NH3:14]. (2) Given the product [C:42]([CH2:41][CH2:40][C:10]1[C:11]([CH2:15][CH2:16][CH2:17][CH2:18][CH2:19][CH2:20][O:21][C:22]2[CH:27]=[C:26]([C:28]3[CH:36]=[C:35]4[C:31]([CH:32]=[CH:33][NH:34]4)=[CH:30][CH:29]=3)[CH:25]=[C:24]([O:37][CH2:38][CH3:39])[CH:23]=2)=[CH:12][CH:13]=[CH:14][C:9]=1[O:8][CH2:7][CH2:6][CH2:5][C:4]([OH:47])=[O:3])([OH:44])=[O:43], predict the reactants needed to synthesize it. The reactants are: C([O:3][C:4](=[O:47])[CH2:5][CH2:6][CH2:7][O:8][C:9]1[CH:14]=[CH:13][CH:12]=[C:11]([CH2:15][CH2:16][CH2:17][CH2:18][CH2:19][CH2:20][O:21][C:22]2[CH:27]=[C:26]([C:28]3[CH:36]=[C:35]4[C:31]([CH:32]=[CH:33][NH:34]4)=[CH:30][CH:29]=3)[CH:25]=[C:24]([O:37][CH2:38][CH3:39])[CH:23]=2)[C:10]=1[CH2:40][CH2:41][C:42]([O:44]CC)=[O:43])C.[OH-].[Na+]. (3) Given the product [Cl:1][C:2]1[CH:3]=[CH:4][C:5]([CH2:6][C:7]2[CH:16]=[C:11]3[C:10]([CH2:17][N:23]([C@@H:24]4[C@@H:29]([OH:30])[CH2:28][CH2:27][O:26][CH2:25]4)[C:12]3=[O:13])=[C:9]([CH3:19])[C:8]=2[CH3:20])=[CH:21][CH:22]=1, predict the reactants needed to synthesize it. The reactants are: [Cl:1][C:2]1[CH:22]=[CH:21][C:5]([CH2:6][C:7]2[C:8]([CH3:20])=[C:9]([CH3:19])[C:10]([CH:17]=O)=[C:11]([CH:16]=2)[C:12](OC)=[O:13])=[CH:4][CH:3]=1.[NH2:23][C@@H:24]1[C@@H:29]([OH:30])[CH2:28][CH2:27][O:26][CH2:25]1.